Dataset: Forward reaction prediction with 1.9M reactions from USPTO patents (1976-2016). Task: Predict the product of the given reaction. Given the reactants [NH2:1][C:2]1[CH:26]=[CH:25][C:5]([O:6][C:7]2[C:12]([NH:13][CH3:14])=[C:11]([C:15]#[C:16][C:17]([CH3:24])([O:19][Si:20]([CH3:23])([CH3:22])[CH3:21])[CH3:18])[N:10]=[CH:9][N:8]=2)=[CH:4][C:3]=1[Cl:27].O, predict the reaction product. The product is: [Cl:27][C:3]1[CH:4]=[C:5]([O:6][C:7]2[C:12]3[N:13]([CH3:14])[C:16]([C:17]([CH3:24])([O:19][Si:20]([CH3:22])([CH3:21])[CH3:23])[CH3:18])=[CH:15][C:11]=3[N:10]=[CH:9][N:8]=2)[CH:25]=[CH:26][C:2]=1[NH2:1].